Dataset: Full USPTO retrosynthesis dataset with 1.9M reactions from patents (1976-2016). Task: Predict the reactants needed to synthesize the given product. (1) Given the product [O:23]1[C:24]2[C:25](=[N:26][CH:27]=[CH:28][CH:29]=2)[O:30][C@@H:21]([C:18]2[CH:17]=[CH:16][C:15]([CH2:14][N:11]3[CH2:39][CH2:38][C:37]([C:31]4[CH:32]=[CH:33][CH:34]=[CH:35][CH:36]=4)([OH:43])[CH2:42][CH2:41]3)=[CH:20][CH:19]=2)[CH2:22]1, predict the reactants needed to synthesize it. The reactants are: C(OC(N1CC[N:11]([CH2:14][C:15]2[CH:20]=[CH:19][C:18]([C@@H:21]3[O:30][C:25]4=[N:26][CH:27]=[CH:28][CH:29]=[C:24]4[O:23][CH2:22]3)=[CH:17][CH:16]=2)CC1)=O)(C)(C)C.[C:31]1([C:37]2([OH:43])[CH2:42][CH2:41]N[CH2:39][CH2:38]2)[CH:36]=[CH:35][CH:34]=[CH:33][CH:32]=1. (2) Given the product [C:23]1([C:17]2[CH:22]=[CH:21][CH:20]=[CH:19][CH:18]=2)[CH:24]=[CH:25][C:26]([NH:27][C:3]2[CH:4]=[CH:5][C:6]3[C:7]4[C:12](=[CH:11][CH:10]=[CH:9][CH:8]=4)[C:13]([CH3:16])([CH3:15])[C:14]=3[CH:2]=2)=[CH:28][CH:29]=1, predict the reactants needed to synthesize it. The reactants are: Br[C:2]1[C:14]2[C:13]([CH3:16])([CH3:15])[C:12]3[C:7](=[CH:8][CH:9]=[CH:10][CH:11]=3)[C:6]=2[CH:5]=[CH:4][CH:3]=1.[C:17]1([C:23]2[CH:29]=[CH:28][C:26]([NH2:27])=[CH:25][CH:24]=2)[CH:22]=[CH:21][CH:20]=[CH:19][CH:18]=1.CC(C)([O-])C.[Na+]. (3) Given the product [Cl:1][C:2]1[CH:7]=[CH:6][C:5]([NH:8][C:9]([N:11]2[CH2:15][C@@H:14]([NH2:16])[CH2:13][C@@H:12]2[C:19]([NH:21][C:22]2[CH:27]=[CH:26][C:25]([N:28]3[CH2:33][CH2:32][O:31][CH2:30][C:29]3=[O:34])=[CH:24][CH:23]=2)=[O:20])=[O:10])=[CH:4][CH:3]=1, predict the reactants needed to synthesize it. The reactants are: [Cl:1][C:2]1[CH:7]=[CH:6][C:5]([NH:8][C:9]([N:11]2[CH2:15][C@@H:14]([N:16]=[N+]=[N-])[CH2:13][C@@H:12]2[C:19]([NH:21][C:22]2[CH:27]=[CH:26][C:25]([N:28]3[CH2:33][CH2:32][O:31][CH2:30][C:29]3=[O:34])=[CH:24][CH:23]=2)=[O:20])=[O:10])=[CH:4][CH:3]=1.C1(P(C2C=CC=CC=2)C2C=CC=CC=2)C=CC=CC=1. (4) Given the product [CH3:54][O:55][C:56](=[O:67])[CH2:57][O:58][C:59]1[CH:64]=[CH:63][C:62]([O:15][CH2:14]/[CH:13]=[C:12](/[C:9]2[CH:10]=[CH:11][C:6]([C:5]#[C:4][CH2:3][N:2]([CH3:1])[CH3:22])=[CH:7][CH:8]=2)\[C:16]2[CH:17]=[CH:18][CH:19]=[CH:20][CH:21]=2)=[CH:61][C:60]=1[CH3:66], predict the reactants needed to synthesize it. The reactants are: [CH3:1][N:2]([CH3:22])[CH2:3][C:4]#[C:5][C:6]1[CH:11]=[CH:10][C:9](/[C:12](/[C:16]2[CH:21]=[CH:20][CH:19]=[CH:18][CH:17]=2)=[CH:13]\[CH2:14][OH:15])=[CH:8][CH:7]=1.C(P(CCCC)CCCC)CCC.N(C(N1CCCCC1)=O)=NC(N1CCCCC1)=O.[CH3:54][O:55][C:56](=[O:67])[CH2:57][O:58][C:59]1[CH:64]=[CH:63][C:62](O)=[CH:61][C:60]=1[CH3:66].